Predict the reaction yield, written as a fraction of the theoretical maximum amount of product (1.0 means a 100% yield; for example, 0.34 means a 34% yield). From a dataset of Reaction yield outcomes from USPTO patents with 853,638 reactions. (1) The reactants are C([O-])([O-])=O.[Na+].[Na+].CC1(C)C(C)(C)OB([C:15]2[CH:20]=[CH:19][C:18]([NH2:21])=[CH:17][CH:16]=2)O1.[C:23]([O:27][C:28]([N:30]1[CH2:33][CH:32]([CH2:34][NH:35][C:36]2[N:41]=[C:40](Cl)[N:39]=[C:38]([N:43]3[CH2:48][CH2:47][O:46][CH2:45][CH2:44]3)[N:37]=2)[CH2:31]1)=[O:29])([CH3:26])([CH3:25])[CH3:24]. The catalyst is C1C=CC([P]([Pd]([P](C2C=CC=CC=2)(C2C=CC=CC=2)C2C=CC=CC=2)([P](C2C=CC=CC=2)(C2C=CC=CC=2)C2C=CC=CC=2)[P](C2C=CC=CC=2)(C2C=CC=CC=2)C2C=CC=CC=2)(C2C=CC=CC=2)C2C=CC=CC=2)=CC=1.C(COC)OC. The product is [C:23]([O:27][C:28]([N:30]1[CH2:33][CH:32]([CH2:34][NH:35][C:36]2[N:41]=[C:40]([C:15]3[CH:16]=[CH:17][C:18]([NH2:21])=[CH:19][CH:20]=3)[N:39]=[C:38]([N:43]3[CH2:48][CH2:47][O:46][CH2:45][CH2:44]3)[N:37]=2)[CH2:31]1)=[O:29])([CH3:26])([CH3:24])[CH3:25]. The yield is 0.530. (2) The reactants are S([O-])([O:4][CH2:5][C:6]([O:15][CH2:16][CH2:17][CH2:18][CH2:19][CH2:20][CH3:21])([O:8][CH2:9][CH2:10][CH2:11][CH2:12][CH2:13][CH3:14])[CH3:7])(=O)=O.[Na+].[CH2:24]([OH:30])[CH2:25][CH2:26][CH2:27][CH2:28][CH3:29].O. The catalyst is C1(C)C=CC=CC=1.CC1C=CC(S(O)(=O)=O)=CC=1. The product is [CH2:9]([O:8][C:6]([O:15][CH2:16][CH2:17][CH2:18][CH2:19][CH2:20][CH3:21])([CH3:7])[C:5]([O:30][CH2:24][CH2:25][CH2:26][CH2:27][CH2:28][CH3:29])=[O:4])[CH2:10][CH2:11][CH2:12][CH2:13][CH3:14]. The yield is 0.840. (3) The reactants are Br[C:2]1[N:6]2[CH2:7][CH2:8][N:9]([C:11]([O:13][C:14]([CH3:17])([CH3:16])[CH3:15])=[O:12])[CH2:10][C:5]2=[C:4]([C:18](=[O:29])[NH:19][C@@H:20]([C:25]([CH3:28])([CH3:27])[CH3:26])[C:21]([NH:23][CH3:24])=[O:22])[N:3]=1.[C:30]1(B(O)O)[CH:35]=[CH:34][CH:33]=[CH:32][CH:31]=1.C([O-])([O-])=O.[Na+].[Na+]. The catalyst is O1CCOCC1.[Pd].C1(P(C2C=CC=CC=2)C2C=CC=CC=2)C=CC=CC=1.C1(P(C2C=CC=CC=2)C2C=CC=CC=2)C=CC=CC=1.C1(P(C2C=CC=CC=2)C2C=CC=CC=2)C=CC=CC=1.C1(P(C2C=CC=CC=2)C2C=CC=CC=2)C=CC=CC=1. The product is [CH3:26][C:25]([CH3:28])([CH3:27])[C@H:20]([NH:19][C:18]([C:4]1[N:3]=[C:2]([C:30]2[CH:35]=[CH:34][CH:33]=[CH:32][CH:31]=2)[N:6]2[CH2:7][CH2:8][N:9]([C:11]([O:13][C:14]([CH3:17])([CH3:16])[CH3:15])=[O:12])[CH2:10][C:5]=12)=[O:29])[C:21]([NH:23][CH3:24])=[O:22]. The yield is 0.750.